Dataset: Forward reaction prediction with 1.9M reactions from USPTO patents (1976-2016). Task: Predict the product of the given reaction. Given the reactants [CH3:1][N:2]([C:12]1[CH:17]=[CH:16][C:15]([NH:18][C:19]([NH:21][C:22]2[CH:27]=[CH:26][CH:25]=[CH:24][CH:23]=2)=[O:20])=[CH:14][CH:13]=1)[S:3]([C:6]1[S:7][C:8](Br)=[CH:9][CH:10]=1)(=[O:5])=[O:4].C([O-])([O-])=O.[Na+].[Na+].[CH3:34][O:35][CH2:36][CH2:37]OC, predict the reaction product. The product is: [CH3:1][N:2]([C:12]1[CH:17]=[CH:16][C:15]([NH:18][C:19]([NH:21][C:22]2[CH:27]=[CH:26][CH:25]=[CH:24][CH:23]=2)=[O:20])=[CH:14][CH:13]=1)[S:3]([C:6]1[S:7][C:8]([C:13]2[CH:12]=[N:2][C:36]([O:35][CH3:34])=[CH:37][CH:14]=2)=[CH:9][CH:10]=1)(=[O:5])=[O:4].